Dataset: Catalyst prediction with 721,799 reactions and 888 catalyst types from USPTO. Task: Predict which catalyst facilitates the given reaction. (1) Reactant: [CH:1]([NH:4][CH2:5][C:6]([NH:8][CH2:9][C:10]1[CH:15]=[C:14]([C:16]2[CH:21]=[CH:20][C:19]([C:22]([F:25])([F:24])[F:23])=[CH:18][CH:17]=2)[N:13]=[CH:12][N:11]=1)=[O:7])([CH3:3])[CH3:2].C(N(CC)C(C)C)(C)C.[C:35]([C:37]1[CH:42]=[CH:41][CH:40]=[CH:39][C:38]=1[S:43](Cl)(=[O:45])=[O:44])#[N:36].C(OCC)(=O)C. Product: [C:35]([C:37]1[CH:42]=[CH:41][CH:40]=[CH:39][C:38]=1[S:43]([N:4]([CH:1]([CH3:3])[CH3:2])[CH2:5][C:6]([NH:8][CH2:9][C:10]1[CH:15]=[C:14]([C:16]2[CH:17]=[CH:18][C:19]([C:22]([F:24])([F:25])[F:23])=[CH:20][CH:21]=2)[N:13]=[CH:12][N:11]=1)=[O:7])(=[O:45])=[O:44])#[N:36]. The catalyst class is: 2. (2) Reactant: [CH3:1][O:2][C:3]([C:5]1[C:6]([C:25]2[CH:30]=[CH:29][C:28]([F:31])=[CH:27][CH:26]=2)([CH3:24])[N:7]=[C:8]([C:19]2[S:20][CH:21]=[CH:22][N:23]=2)[N:9]([C:12]([O:14][C:15]([CH3:18])([CH3:17])[CH3:16])=[O:13])[C:10]=1[CH3:11])=[O:4].C1C(=O)N([Br:39])C(=O)C1. Product: [CH3:1][O:2][C:3]([C:5]1[C:6]([C:25]2[CH:26]=[CH:27][C:28]([F:31])=[CH:29][CH:30]=2)([CH3:24])[N:7]=[C:8]([C:19]2[S:20][CH:21]=[CH:22][N:23]=2)[N:9]([C:12]([O:14][C:15]([CH3:16])([CH3:17])[CH3:18])=[O:13])[C:10]=1[CH2:11][Br:39])=[O:4]. The catalyst class is: 855. (3) Reactant: [F:1][C:2]1[C:9](O)=[C:8]([O:11][CH3:12])[CH:7]=[CH:6][C:3]=1[CH:4]=[O:5].N1C=CC=CC=1.[S:19](O[S:19]([C:22]([F:25])([F:24])[F:23])(=[O:21])=[O:20])([C:22]([F:25])([F:24])[F:23])(=[O:21])=[O:20]. Product: [F:1][C:2]1[C:9]([S:19]([C:22]([F:25])([F:24])[F:23])(=[O:21])=[O:20])=[C:8]([O:11][CH3:12])[CH:7]=[CH:6][C:3]=1[CH:4]=[O:5]. The catalyst class is: 4. (4) The catalyst class is: 764. Reactant: C(Cl)(=O)C(Cl)=O.[OH:7][CH2:8][CH:9]1[CH2:14][CH2:13][N:12]([C:15]2[CH:16]=[CH:17][C:18](=[O:22])[N:19]([CH3:21])[N:20]=2)[CH2:11][CH2:10]1.C(N(CC)CC)C.O. Product: [CH3:21][N:19]1[C:18](=[O:22])[CH:17]=[CH:16][C:15]([N:12]2[CH2:13][CH2:14][CH:9]([CH:8]=[O:7])[CH2:10][CH2:11]2)=[N:20]1. (5) Reactant: Br[CH2:2][CH2:3][C:4]1[CH:14]=[CH:13][CH:12]=[C:6]2C([NH:9][C:10](=[O:11])[C:5]=12)=O.[C:15]([NH2:19])([CH3:18])([CH3:17])[CH3:16].[C:20](=[O:23])([O-])[O-].[K+].[K+]. Product: [C:15]([NH:19][CH2:2][CH2:3][C:4]12[CH:14]=[CH:13][CH:12]=[CH:6][CH:5]1[C:10]([NH:9][C:20]2=[O:23])=[O:11])([CH3:18])([CH3:17])[CH3:16]. The catalyst class is: 9. (6) Product: [CH2:1]([C:3]1[CH:4]=[C:5]([I:12])[C:6]([OH:11])=[C:7]([CH:10]=1)[CH:8]=[O:9])[CH3:2]. Reactant: [CH2:1]([C:3]1[CH:10]=[C:7]([CH:8]=[O:9])[C:6]([OH:11])=[CH:5][CH:4]=1)[CH3:2].[I-:12].[Na+].ClN. The catalyst class is: 3. (7) Reactant: CC(OI1(OC(C)=O)(OC(C)=O)OC(=O)C2C=CC=CC1=2)=O.[Cl:23][C:24]1[C:25]([CH2:71][C:72]2[CH:77]=[CH:76][C:75]([CH2:78][CH3:79])=[CH:74][CH:73]=2)=[CH:26][C:27]([C@H:32]2[C@H:37]([O:38][CH2:39][C:40]3[CH:45]=[CH:44][CH:43]=[CH:42][CH:41]=3)[C@@H:36]([O:46][CH2:47][C:48]3[CH:53]=[CH:52][CH:51]=[CH:50][CH:49]=3)[C@H:35]([O:54][CH2:55][C:56]3[CH:61]=[CH:60][CH:59]=[CH:58][CH:57]=3)[C@@H:34]([CH2:62][O:63][CH2:64][C:65]3[CH:70]=[CH:69][CH:68]=[CH:67][CH:66]=3)[O:33]2)=[C:28]([CH2:30][OH:31])[CH:29]=1. Product: [Cl:23][C:24]1[C:25]([CH2:71][C:72]2[CH:73]=[CH:74][C:75]([CH2:78][CH3:79])=[CH:76][CH:77]=2)=[CH:26][C:27]([C@H:32]2[C@H:37]([O:38][CH2:39][C:40]3[CH:41]=[CH:42][CH:43]=[CH:44][CH:45]=3)[C@@H:36]([O:46][CH2:47][C:48]3[CH:53]=[CH:52][CH:51]=[CH:50][CH:49]=3)[C@H:35]([O:54][CH2:55][C:56]3[CH:61]=[CH:60][CH:59]=[CH:58][CH:57]=3)[C@@H:34]([CH2:62][O:63][CH2:64][C:65]3[CH:66]=[CH:67][CH:68]=[CH:69][CH:70]=3)[O:33]2)=[C:28]([CH:29]=1)[CH:30]=[O:31]. The catalyst class is: 4.